From a dataset of Catalyst prediction with 721,799 reactions and 888 catalyst types from USPTO. Predict which catalyst facilitates the given reaction. Reactant: [CH:1]1([CH2:7][N:8]2[C:12]3[CH:13]=[C:14]([F:18])[C:15]([F:17])=[CH:16][C:11]=3[N:10]=[C:9]2[C:19]2[C:20]([O:25]CC3C=CC(OC)=CC=3)=[N:21][CH:22]=[CH:23][CH:24]=2)[CH2:6][CH2:5][CH2:4][CH2:3][CH2:2]1.B(Br)(Br)Br. Product: [CH:1]1([CH2:7][N:8]2[C:12]3[CH:13]=[C:14]([F:18])[C:15]([F:17])=[CH:16][C:11]=3[N:10]=[C:9]2[C:19]2[C:20]([OH:25])=[N:21][CH:22]=[CH:23][CH:24]=2)[CH2:2][CH2:3][CH2:4][CH2:5][CH2:6]1. The catalyst class is: 4.